This data is from M1 muscarinic receptor antagonist screen with 61,756 compounds. The task is: Binary Classification. Given a drug SMILES string, predict its activity (active/inactive) in a high-throughput screening assay against a specified biological target. (1) The compound is S(=O)(=O)(N1CCOCC1)c1ccc(C(=O)N2CCN(CC2)c2ccc(F)cc2)cc1. The result is 0 (inactive). (2) The compound is O=C(NC(Cc1ccccc1)c1ccccc1)N. The result is 0 (inactive). (3) The drug is n1(nc(cc1C)C)c1nc(nc(n1)N)C. The result is 0 (inactive). (4) The compound is o1nc(c2CCCCc12)C(=O)N1CCN(CC1)C(c1ccccc1)c1ccccc1. The result is 0 (inactive). (5) The molecule is S(CC(=O)NCCN1CCCCC1)c1[nH]c2c(n1)cccc2. The result is 0 (inactive).